Task: Predict the product of the given reaction.. Dataset: Forward reaction prediction with 1.9M reactions from USPTO patents (1976-2016) (1) Given the reactants CO[C:3]1C=CC=[CH:5][C:4]=1[CH2:9][CH2:10]C(O)=O.[CH3:14][O:15][C:16]1[CH:21]=[CH:20][CH:19]=[CH:18][C:17]=1[CH2:22][CH2:23][C:24]([C:26]1[C:32]([OH:33])=[CH:31][C:30]([OH:34])=[CH:29][C:27]=1[OH:28])=[O:25], predict the reaction product. The product is: [OH:33][C:32]1[C:31]([CH2:21][CH2:16][CH:17]([CH3:22])[CH3:18])=[C:30]([OH:34])[C:29]([CH2:10][CH2:9][CH:4]([CH3:3])[CH3:5])([CH2:23][CH2:24][CH:26]([CH3:32])[CH3:27])[C:27](=[O:28])[C:26]=1[C:24](=[O:25])[CH2:23][CH2:22][C:17]1[CH:18]=[CH:19][CH:20]=[CH:21][C:16]=1[O:15][CH3:14]. (2) Given the reactants C(S[C:4]1[N:12]=[C:11]2[C:7]([NH:8][CH:9]=[N:10]2)=[C:6]([NH2:13])[N:5]=1)C.O=[CH:15][C@@H:16]([C@@H:18]([C@@H:20]([CH2:22][OH:23])[OH:21])[OH:19])[OH:17].[CH3:24][O-:25].[Na+], predict the reaction product. The product is: [CH3:24][O:25][C:4]1[N:5]=[C:6]([NH2:13])[C:7]2[N:8]=[CH:9][N:10]([C@@H:15]3[O:21][C@H:20]([CH2:22][OH:23])[C@@H:18]([OH:19])[C@H:16]3[OH:17])[C:11]=2[N:12]=1. (3) Given the reactants O(Cl)[Cl:2].[CH3:4][O:5][C:6](=[O:16])/[C:7](/C#N)=[CH:8]/[CH2:9][CH2:10][CH2:11][CH2:12][CH3:13].C[N:18]([CH:20]=O)[CH3:19], predict the reaction product. The product is: [CH3:4][O:5][C:6](=[O:16])[C:7]1[CH:8]=[C:9]([CH2:10][CH2:11][CH2:12][CH3:13])[CH:20]=[N:18][C:19]=1[Cl:2]. (4) The product is: [CH2:20]([CH:19]([CH2:22][CH3:23])[CH2:18][C:3]1([C:9]([OH:11])=[O:10])[CH2:8][CH2:7][CH2:6][CH2:5][CH2:4]1)[CH3:21]. Given the reactants [H-].[Na+].[CH:3]1([C:9]([OH:11])=[O:10])[CH2:8][CH2:7][CH2:6][CH2:5][CH2:4]1.C([NH-])(C)C.[Li+].Br[CH2:18][CH:19]([CH2:22][CH3:23])[CH2:20][CH3:21].Cl, predict the reaction product. (5) Given the reactants [CH2:1]([O:3][CH:4]([O:14][CH2:15][CH3:16])[CH2:5][O:6][C:7]1[N:12]=[CH:11][C:10](F)=[CH:9][N:8]=1)[CH3:2].CC(C)([O-])C.[K+].CN(C)C(=O)C.[CH3:29][N:30]1[CH:34]=[CH:33][C:32]([NH:35][C:36]2[C:45]3[C:40](=[CH:41][CH:42]=[C:43]([OH:46])[CH:44]=3)[N:39]=[CH:38][N:37]=2)=[N:31]1, predict the reaction product. The product is: [CH2:1]([O:3][CH:4]([O:14][CH2:15][CH3:16])[CH2:5][O:6][C:7]1[N:12]=[CH:11][C:10]([O:46][C:43]2[CH:44]=[C:45]3[C:40](=[CH:41][CH:42]=2)[N:39]=[CH:38][N:37]=[C:36]3[NH:35][C:32]2[CH:33]=[CH:34][N:30]([CH3:29])[N:31]=2)=[CH:9][N:8]=1)[CH3:2]. (6) Given the reactants ClC1C=C2C(CCN)=C([Si](CC)(CC)CC)NC2=[N:6]C=1.[F:21][C:22]1[CH:36]=[CH:35][C:34]([F:37])=[CH:33][C:23]=1[CH2:24][C:25]1[O:29][N:28]=[C:27]([C:30](O)=[O:31])[CH:26]=1.CN(C(ON1N=NC2C=CC=NC1=2)=[N+](C)C)C.F[P-](F)(F)(F)(F)F.C(N(CC)C(C)C)(C)C, predict the reaction product. The product is: [F:21][C:22]1[CH:36]=[CH:35][C:34]([F:37])=[CH:33][C:23]=1[CH2:24][C:25]1[O:29][N:28]=[C:27]([C:30]([NH2:6])=[O:31])[CH:26]=1. (7) Given the reactants O.[OH-].[Li+].[O:4]1[CH:8]=[CH:7][CH:6]=[C:5]1[C:9]1[O:10][C:11]([CH3:41])=[C:12]([CH2:14][O:15][C:16]2[CH:40]=[CH:39][C:19]([CH2:20][O:21]/[N:22]=[C:23](/[C:33]3[CH:38]=[CH:37][CH:36]=[CH:35][CH:34]=3)\[CH2:24][CH2:25][CH2:26][CH2:27][C:28]([O:30]CC)=[O:29])=[CH:18][CH:17]=2)[N:13]=1.O.Cl, predict the reaction product. The product is: [O:4]1[CH:8]=[CH:7][CH:6]=[C:5]1[C:9]1[O:10][C:11]([CH3:41])=[C:12]([CH2:14][O:15][C:16]2[CH:17]=[CH:18][C:19]([CH2:20][O:21]/[N:22]=[C:23](/[C:33]3[CH:38]=[CH:37][CH:36]=[CH:35][CH:34]=3)\[CH2:24][CH2:25][CH2:26][CH2:27][C:28]([OH:30])=[O:29])=[CH:39][CH:40]=2)[N:13]=1. (8) Given the reactants [CH2:1]([O:5][C:6]1[C:7]([CH2:13][OH:14])=[N:8][C:9]([CH3:12])=[CH:10][CH:11]=1)[CH:2]([CH3:4])[CH3:3].C(N(C(C)C)CC)(C)C.[CH3:24][S:25](O[S:25]([CH3:24])(=[O:27])=[O:26])(=[O:27])=[O:26], predict the reaction product. The product is: [CH2:1]([O:5][C:6]1[C:7]([CH2:13][O:14][S:25]([CH3:24])(=[O:27])=[O:26])=[N:8][C:9]([CH3:12])=[CH:10][CH:11]=1)[CH:2]([CH3:4])[CH3:3].